The task is: Predict the product of the given reaction.. This data is from Forward reaction prediction with 1.9M reactions from USPTO patents (1976-2016). Given the reactants [N+:1]([C:4]1[C:9]2=[CH:10][CH:11]=[C:12]3[C:21]([N:20]=[C:19]4[C:14]([CH:15]=[CH:16][CH:17]=[C:18]4[C:22]([OH:24])=O)=[N:13]3)=[C:8]2[CH:7]=[CH:6][CH:5]=1)([O-:3])=[O:2].[N+](C1C=CC2=C3C(=CC=C2C=1)N=C1C(C(C(O)=O)=CC=C1)=N3)([O-])=O.[CH3:49][N:50]([CH3:55])[CH2:51][CH:52]([NH2:54])[CH3:53], predict the reaction product. The product is: [CH3:49][N:50]([CH3:55])[CH2:51][CH:52]([NH:54][C:22]([C:18]1[C:19]2[C:14](=[N:13][C:12]3[C:21]([N:20]=2)=[C:8]2[CH:7]=[CH:6][CH:5]=[C:4]([N+:1]([O-:3])=[O:2])[C:9]2=[CH:10][CH:11]=3)[CH:15]=[CH:16][CH:17]=1)=[O:24])[CH3:53].